From a dataset of Forward reaction prediction with 1.9M reactions from USPTO patents (1976-2016). Predict the product of the given reaction. (1) Given the reactants [NH2:1][C:2]1[C:10]([Cl:11])=[C:9]([CH:12]2[O:16][CH2:15][CH2:14][O:13]2)[C:8]([C:17]([F:20])([F:19])[F:18])=[CH:7][C:3]=1[C:4]([OH:6])=O.NC1C(Cl)=C(C=O)C(C(F)(F)F)=CC=1C([NH:26][CH2:27][C:28]1[CH:33]=[C:32]([Cl:34])[CH:31]=[CH:30][C:29]=1[S:35]([CH2:38][CH3:39])(=[O:37])=[O:36])=O, predict the reaction product. The product is: [NH2:1][C:2]1[C:10]([Cl:11])=[C:9]([CH:12]2[O:13][CH2:14][CH2:15][O:16]2)[C:8]([C:17]([F:20])([F:19])[F:18])=[CH:7][C:3]=1[C:4]([NH:26][CH2:27][C:28]1[CH:33]=[C:32]([Cl:34])[CH:31]=[CH:30][C:29]=1[S:35]([CH2:38][CH3:39])(=[O:37])=[O:36])=[O:6]. (2) Given the reactants [NH2:1][CH2:2][CH2:3][C@H:4]([N:6]1[CH2:11][CH2:10][CH:9]([NH:12][C:13]2[CH:18]=[CH:17][C:16]([O:19][CH3:20])=[CH:15][CH:14]=2)[CH2:8][CH2:7]1)[CH3:5].[CH3:21][C:22]([O:25][C:26](O[C:26]([O:25][C:22]([CH3:24])([CH3:23])[CH3:21])=[O:27])=[O:27])([CH3:24])[CH3:23].CCN(CC)CC, predict the reaction product. The product is: [C:22]([O:25][C:26](=[O:27])[NH:1][CH2:2][CH2:3][C@H:4]([N:6]1[CH2:7][CH2:8][CH:9]([NH:12][C:13]2[CH:18]=[CH:17][C:16]([O:19][CH3:20])=[CH:15][CH:14]=2)[CH2:10][CH2:11]1)[CH3:5])([CH3:24])([CH3:23])[CH3:21]. (3) Given the reactants Br[C:2]1[CH:3]=[C:4]2[C:8](=[CH:9][CH:10]=1)[N:7]([CH2:11][O:12][CH2:13][CH2:14][Si:15]([CH3:18])([CH3:17])[CH3:16])[N:6]=[C:5]2[NH:19][C:20]1[N:24]([CH:25]2[CH2:30][CH2:29][CH2:28][CH2:27][CH2:26]2)[C:23]2[CH:31]=[CH:32][C:33]([CH2:35][OH:36])=[CH:34][C:22]=2[N:21]=1.[CH3:37][O:38][C:39]1[CH:44]=[CH:43][N:42]=[CH:41][C:40]=1B(O)O.ClCCl.O1CCOCC1.C(=O)([O-])[O-].[Na+].[Na+], predict the reaction product. The product is: [CH:25]1([N:24]2[C:23]3[CH:31]=[CH:32][C:33]([CH2:35][OH:36])=[CH:34][C:22]=3[N:21]=[C:20]2[NH:19][C:5]2[C:4]3[C:8](=[CH:9][CH:10]=[C:2]([C:40]4[CH:41]=[N:42][CH:43]=[CH:44][C:39]=4[O:38][CH3:37])[CH:3]=3)[N:7]([CH2:11][O:12][CH2:13][CH2:14][Si:15]([CH3:17])([CH3:18])[CH3:16])[N:6]=2)[CH2:30][CH2:29][CH2:28][CH2:27][CH2:26]1. (4) Given the reactants [CH3:1][O:2][C:3](=[O:25])[C:4]1[CH:9]=[CH:8][CH:7]=[C:6]([S:10][C:11]2[C:19]3[C:14](=[CH:15][C:16]([S:20]([CH3:23])(=[O:22])=[O:21])=[CH:17][CH:18]=3)[NH:13][C:12]=2[CH3:24])[CH:5]=1.Br[C:27]1[CH:28]=[N:29][N:30]([CH2:32][CH3:33])[CH:31]=1, predict the reaction product. The product is: [CH3:1][O:2][C:3](=[O:25])[C:4]1[CH:9]=[CH:8][CH:7]=[C:6]([S:10][C:11]2[C:19]3[C:14](=[CH:15][C:16]([S:20]([CH3:23])(=[O:22])=[O:21])=[CH:17][CH:18]=3)[N:13]([C:27]3[CH:28]=[N:29][N:30]([CH2:32][CH3:33])[CH:31]=3)[C:12]=2[CH3:24])[CH:5]=1.